This data is from Full USPTO retrosynthesis dataset with 1.9M reactions from patents (1976-2016). The task is: Predict the reactants needed to synthesize the given product. Given the product [F:31][C:27]1[CH:26]=[C:25]([NH:24][C:22]([C:17]2[NH:18][C:19]3[C:15]([CH:16]=2)=[CH:14][C:13]([CH:10]2[CH2:11][CH2:12][NH:8][CH2:9]2)=[CH:21][CH:20]=3)=[O:23])[CH:30]=[CH:29][CH:28]=1, predict the reactants needed to synthesize it. The reactants are: C([N:8]1[CH2:12][CH2:11][CH:10]([C:13]2[CH:14]=[C:15]3[C:19](=[CH:20][CH:21]=2)[NH:18][C:17]([C:22]([NH:24][C:25]2[CH:30]=[CH:29][CH:28]=[C:27]([F:31])[CH:26]=2)=[O:23])=[CH:16]3)[CH2:9]1)C1C=CC=CC=1.